Dataset: Reaction yield outcomes from USPTO patents with 853,638 reactions. Task: Predict the reaction yield, written as a fraction of the theoretical maximum amount of product (1.0 means a 100% yield; for example, 0.34 means a 34% yield). (1) The reactants are [F:1][C:2]1[N:9]=[CH:8][CH:7]=[C:6](I)[C:3]=1[CH:4]=[O:5].[CH3:11]B1OB(C)OB(C)O1.[O-]P([O-])([O-])=O.[K+].[K+].[K+]. The catalyst is O1CCOCC1. The product is [F:1][C:2]1[N:9]=[CH:8][CH:7]=[C:6]([CH3:11])[C:3]=1[CH:4]=[O:5]. The yield is 0.990. (2) The reactants are C(O[BH-](OC(=O)C)OC(=O)C)(=O)C.[Na+].[OH:15][C:16]1[CH:17]=[C:18]([CH:21]=[CH:22][CH:23]=1)[CH:19]=O.[NH2:24][C:25]1[CH:26]=[N:27][CH:28]=[CH:29][CH:30]=1. The catalyst is C(Cl)Cl. The product is [N:27]1[CH:28]=[CH:29][CH:30]=[C:25]([NH:24][CH2:19][C:18]2[CH:17]=[C:16]([OH:15])[CH:23]=[CH:22][CH:21]=2)[CH:26]=1. The yield is 0.520. (3) The reactants are [Br:1][C:2]1[CH:3]=[N:4][C:5]([C:8]2[N:9](O)[C:10]3[C:15]([C:16]=2[CH:17]2[CH2:21][CH2:20][CH2:19][CH2:18]2)=[CH:14][CH:13]=[C:12]([C:22]([NH:24][C:25]2([C:29]4[N:33]([CH3:34])[C:32]5[CH:35]=[C:36](/[CH:39]=[CH:40]/[C:41]([O:43]CCCC)=[O:42])[CH:37]=[CH:38][C:31]=5[N:30]=4)[CH2:28][CH2:27][CH2:26]2)=[O:23])[CH:11]=3)=[N:6][CH:7]=1.CO.[OH-].[Na+].[C:53](O)(=O)C. The catalyst is C1COCC1. The product is [Br:1][C:2]1[CH:7]=[N:6][C:5]([C:8]2[N:9]([CH3:53])[C:10]3[C:15]([C:16]=2[CH:17]2[CH2:18][CH2:19][CH2:20][CH2:21]2)=[CH:14][CH:13]=[C:12]([C:22]([NH:24][C:25]2([C:29]4[N:33]([CH3:34])[C:32]5[CH:35]=[C:36](/[CH:39]=[CH:40]/[C:41]([OH:43])=[O:42])[CH:37]=[CH:38][C:31]=5[N:30]=4)[CH2:28][CH2:27][CH2:26]2)=[O:23])[CH:11]=3)=[N:4][CH:3]=1. The yield is 0.950. (4) The catalyst is C1COCC1. The yield is 0.370. The product is [OH:39][C:35]1[CH:34]=[C:33]([NH:32][CH:2]=[C:3]2[C:11]3[C:6](=[CH:7][C:8]([C:12]([C:14]4[CH:15]=[C:16]([NH:20][C:21]([C:23]5[N:24]([CH2:29][CH3:30])[N:25]=[C:26]([CH3:28])[CH:27]=5)=[O:22])[CH:17]=[CH:18][CH:19]=4)=[O:13])=[CH:9][CH:10]=3)[NH:5][C:4]2=[O:31])[CH:38]=[CH:37][CH:36]=1. The reactants are O[CH:2]=[C:3]1[C:11]2[C:6](=[CH:7][C:8]([C:12]([C:14]3[CH:15]=[C:16]([NH:20][C:21]([C:23]4[N:24]([CH2:29][CH3:30])[N:25]=[C:26]([CH3:28])[CH:27]=4)=[O:22])[CH:17]=[CH:18][CH:19]=3)=[O:13])=[CH:9][CH:10]=2)[NH:5][C:4]1=[O:31].[NH2:32][C:33]1[CH:34]=[C:35]([OH:39])[CH:36]=[CH:37][CH:38]=1. (5) The reactants are [NH:1]1[CH:5]=[N:4][C:3]([NH2:6])=[N:2]1.[O:7]1[C:11]2([CH2:16][CH2:15][C:14](=O)[CH2:13][CH2:12]2)[O:10][CH2:9][CH2:8]1.C(O[BH-](OC(=O)C)OC(=O)C)(=O)C.[Na+].O. The catalyst is C(O)(=O)C. The product is [O:7]1[C:11]2([CH2:16][CH2:15][CH:14]([NH:6][C:3]3[NH:4][CH:5]=[N:1][N:2]=3)[CH2:13][CH2:12]2)[O:10][CH2:9][CH2:8]1. The yield is 0.940. (6) The reactants are [CH3:1][C:2]([C:6]1[N:7]=[C:8]([C:11]2[CH:16]=[CH:15][N:14]=[C:13]3[N:17](C(C4C=CC=CC=4)(C4C=CC=CC=4)C4C=CC=CC=4)[N:18]=[CH:19][C:12]=23)[S:9][CH:10]=1)([CH3:5])[C:3]#[N:4].C([SiH](CC)CC)C.C(O)(C(F)(F)F)=O. The catalyst is C(Cl)Cl. The product is [NH:17]1[C:13]2=[N:14][CH:15]=[CH:16][C:11]([C:8]3[S:9][CH:10]=[C:6]([C:2]([CH3:5])([CH3:1])[C:3]#[N:4])[N:7]=3)=[C:12]2[CH:19]=[N:18]1. The yield is 0.780. (7) The reactants are [CH3:1][O:2][C:3]1[CH:8]=[CH:7][CH:6]=[CH:5][C:4]=1[OH:9].C(N(CC)CC)C.[CH3:17][S:18](Cl)(=[O:20])=[O:19]. The catalyst is ClCCl. The product is [CH3:17][S:18]([O:9][C:4]1[CH:5]=[CH:6][CH:7]=[CH:8][C:3]=1[O:2][CH3:1])(=[O:20])=[O:19]. The yield is 1.00. (8) The reactants are [CH2:1]([N:3]1[C:11]2[CH:10]=[C:9]([F:12])[CH:8]=[C:7]([OH:13])[C:6]=2[C:5]([CH:14]2[CH2:19][CH2:18][CH2:17][NH:16][CH2:15]2)=[CH:4]1)[CH3:2].[C:20]([O:24][C:25](O[C:25]([O:24][C:20]([CH3:23])([CH3:22])[CH3:21])=[O:26])=[O:26])([CH3:23])([CH3:22])[CH3:21]. The catalyst is C(Cl)Cl. The product is [CH2:1]([N:3]1[C:11]2[C:6](=[C:7]([OH:13])[CH:8]=[C:9]([F:12])[CH:10]=2)[C:5]([CH:14]2[CH2:19][CH2:18][CH2:17][N:16]([C:25]([O:24][C:20]([CH3:23])([CH3:22])[CH3:21])=[O:26])[CH2:15]2)=[CH:4]1)[CH3:2]. The yield is 0.570. (9) The reactants are O.NN.[CH3:4][C:5]([CH3:28])([CH3:27])[CH2:6][C:7]([C:9]1[CH:26]=[CH:25][C:12]([CH2:13][N:14]2C(=O)C3C(=CC=CC=3)C2=O)=[CH:11][CH:10]=1)=[O:8]. The catalyst is CO. The product is [CH3:4][C:5]([CH3:28])([CH3:27])[CH2:6][C:7]([C:9]1[CH:10]=[CH:11][C:12]([CH2:13][NH2:14])=[CH:25][CH:26]=1)=[O:8]. The yield is 0.770.